From a dataset of Forward reaction prediction with 1.9M reactions from USPTO patents (1976-2016). Predict the product of the given reaction. Given the reactants C[O:2][C:3](=[O:34])[CH2:4][C:5]1[CH:10]=[C:9]([O:11][CH3:12])[C:8]([O:13][CH3:14])=[CH:7][C:6]=1[S:15]([N:18]1[CH2:23][CH2:22][N:21]([C:24]2[CH:29]=[CH:28][C:27]([C:30]([F:33])([F:32])[F:31])=[CH:26][N:25]=2)[CH2:20][CH2:19]1)(=[O:17])=[O:16].O1CCCC1.[OH-].[Li+].Cl, predict the reaction product. The product is: [CH3:14][O:13][C:8]1[C:9]([O:11][CH3:12])=[CH:10][C:5]([CH2:4][C:3]([OH:34])=[O:2])=[C:6]([S:15]([N:18]2[CH2:23][CH2:22][N:21]([C:24]3[CH:29]=[CH:28][C:27]([C:30]([F:31])([F:33])[F:32])=[CH:26][N:25]=3)[CH2:20][CH2:19]2)(=[O:16])=[O:17])[CH:7]=1.